The task is: Predict the product of the given reaction.. This data is from Forward reaction prediction with 1.9M reactions from USPTO patents (1976-2016). (1) Given the reactants [C:1]([O:5][C:6](=[O:44])[NH:7][CH:8]([C:19](=[O:43])[N:20]([CH2:34][C:35]1[CH:40]=[CH:39][CH:38]=[C:37]([C:41]#[N:42])[CH:36]=1)[CH:21]([C:23]1[NH:24][CH:25]=[C:26]([C:28]2[CH:33]=[CH:32][CH:31]=[CH:30][CH:29]=2)[N:27]=1)[CH3:22])[CH2:9][C:10]1[C:15]([CH3:16])=[CH:14][C:13]([OH:17])=[CH:12][C:11]=1[CH3:18])([CH3:4])([CH3:3])[CH3:2].[OH:45]O.[OH-].[Na+], predict the reaction product. The product is: [C:1]([O:5][C:6](=[O:44])[NH:7][CH:8]([C:19](=[O:43])[N:20]([CH2:34][C:35]1[CH:40]=[CH:39][CH:38]=[C:37]([C:41](=[O:45])[NH2:42])[CH:36]=1)[CH:21]([C:23]1[NH:24][CH:25]=[C:26]([C:28]2[CH:33]=[CH:32][CH:31]=[CH:30][CH:29]=2)[N:27]=1)[CH3:22])[CH2:9][C:10]1[C:11]([CH3:18])=[CH:12][C:13]([OH:17])=[CH:14][C:15]=1[CH3:16])([CH3:2])([CH3:3])[CH3:4]. (2) Given the reactants C[C:2]1[CH:3]=[CH:4][C:5]([N:11]2[N:15]=[CH:14][CH:13]=[N:12]2)=[C:6]([CH:10]=1)[C:7]([OH:9])=[O:8].BrC1C=CC=CC=1C(O)=O, predict the reaction product. The product is: [N:12]1[N:11]([C:5]2[CH:4]=[CH:3][CH:2]=[CH:10][C:6]=2[C:7]([OH:9])=[O:8])[N:15]=[CH:14][CH:13]=1. (3) Given the reactants [Mg].[Cl-].[Li+].[CH2:4]([N:11]1[CH2:15][CH:14](S(C2C=CC=CC=2)(=O)=O)[C:13]([C:29]2[CH:34]=[C:33]([Cl:35])[CH:32]=[C:31]([Cl:36])[CH:30]=2)([C:25]([F:28])([F:27])[F:26])[CH2:12]1)[C:5]1[CH:10]=[CH:9][CH:8]=[CH:7][CH:6]=1.[OH-:37].[Na+], predict the reaction product. The product is: [CH2:4]([N:11]1[CH2:15][CH2:14][C:13]([C:29]2[CH:30]=[C:31]([Cl:36])[CH:32]=[C:33]([Cl:35])[CH:34]=2)([C:25]([F:28])([F:27])[F:26])[CH2:12]1)[C:5]1[CH:10]=[CH:9][CH:8]=[CH:7][CH:6]=1.[CH:5]([OH:37])([CH3:10])[CH3:4]. (4) Given the reactants [F:1][C:2]([F:35])([F:34])[C:3]1[C:4]([C:20]#[C:21][C:22]2[CH:27]=[CH:26][CH:25]=[CH:24][C:23]=2[C:28]2([C:31]([NH2:33])=[O:32])[CH2:30][CH2:29]2)=[N:5][C:6]([NH:9][C:10]2[CH:11]=[N:12][C:13]([C:16]([F:19])([F:18])[F:17])=[CH:14][CH:15]=2)=[N:7][CH:8]=1, predict the reaction product. The product is: [F:35][C:2]([F:1])([F:34])[C:3]1[C:4]([CH2:20][CH2:21][C:22]2[CH:27]=[CH:26][CH:25]=[CH:24][C:23]=2[C:28]2([C:31]([NH2:33])=[O:32])[CH2:30][CH2:29]2)=[N:5][C:6]([NH:9][C:10]2[CH:11]=[N:12][C:13]([C:16]([F:19])([F:18])[F:17])=[CH:14][CH:15]=2)=[N:7][CH:8]=1. (5) Given the reactants C([O:3][C:4](=O)[C:5]([F:14])([F:13])[CH2:6][CH2:7][C:8]([O:10][CH2:11][CH3:12])=[O:9])C.[NH3:16], predict the reaction product. The product is: [CH2:11]([O:10][C:8](=[O:9])[CH2:7][CH2:6][C:5]([C:4](=[O:3])[NH2:16])([F:14])[F:13])[CH3:12]. (6) Given the reactants C(N(CC)CC)C.[Cl:8][C:9]1[CH:10]=[C:11]([CH2:15][O:16][C:17]2[CH:18]=[CH:19][C:20]([CH3:26])=[C:21]([CH:25]=2)[C:22](Cl)=[O:23])[CH:12]=[CH:13][CH:14]=1.[NH2:27][C:28]1[CH:33]=[CH:32][C:31]([CH2:34][C:35]([O:37][CH2:38][CH3:39])=[O:36])=[CH:30][C:29]=1[CH3:40], predict the reaction product. The product is: [Cl:8][C:9]1[CH:10]=[C:11]([CH2:15][O:16][C:17]2[CH:18]=[CH:19][C:20]([CH3:26])=[C:21]([C:22]([NH:27][C:28]3[CH:33]=[CH:32][C:31]([CH2:34][C:35]([O:37][CH2:38][CH3:39])=[O:36])=[CH:30][C:29]=3[CH3:40])=[O:23])[CH:25]=2)[CH:12]=[CH:13][CH:14]=1. (7) The product is: [OH:7][CH:4]([CH2:5][OH:6])[CH2:3][N:2]([CH3:1])[C:16](=[O:17])[O:18][C:19]([CH3:20])([CH3:21])[CH3:22]. Given the reactants [CH3:1][NH:2][CH2:3][CH:4]([OH:7])[CH2:5][OH:6].[C:16](O[C:16]([O:18][C:19]([CH3:22])([CH3:21])[CH3:20])=[O:17])([O:18][C:19]([CH3:22])([CH3:21])[CH3:20])=[O:17], predict the reaction product.